This data is from Full USPTO retrosynthesis dataset with 1.9M reactions from patents (1976-2016). The task is: Predict the reactants needed to synthesize the given product. (1) Given the product [C:14]1([CH2:13][O:12][C:10]2[CH:9]=[C:4]([CH:3]=[C:2]([O:1][C@H:31]3[CH2:35][CH2:34][O:33][CH2:32]3)[CH:11]=2)[C:5]([O:7][CH3:8])=[O:6])[CH:19]=[CH:18][CH:17]=[CH:16][CH:15]=1, predict the reactants needed to synthesize it. The reactants are: [OH:1][C:2]1[CH:3]=[C:4]([CH:9]=[C:10]([O:12][CH2:13][C:14]2[CH:19]=[CH:18][CH:17]=[CH:16][CH:15]=2)[CH:11]=1)[C:5]([O:7][CH3:8])=[O:6].CC1C=CC(S(O[C@@H:31]2[CH2:35][CH2:34][O:33][CH2:32]2)(=O)=O)=CC=1.C(=O)([O-])[O-].[K+].[K+]. (2) Given the product [NH2:19][C:5]1[CH:4]=[C:3]([CH3:22])[C:2]([OH:1])=[CH:7][C:6]=1[S:8][C:9]1[CH:10]=[CH:11][C:12]([NH:15][C:16](=[O:18])[CH3:17])=[CH:13][CH:14]=1, predict the reactants needed to synthesize it. The reactants are: [OH:1][C:2]1[C:3]([CH3:22])=[CH:4][C:5]([N+:19]([O-])=O)=[C:6]([S:8][C:9]2[CH:14]=[CH:13][C:12]([NH:15][C:16](=[O:18])[CH3:17])=[CH:11][CH:10]=2)[CH:7]=1.[Cl-].[NH4+].O1CCCC1.O. (3) Given the product [CH3:38][N:39]1[CH2:44][CH2:43][N:42]([C:32]2[CH:33]=[CH:34][C:11]([CH2:10][N:9]3[CH2:18][C@@H:13]([C:32]4[CH:33]=[CH:34][CH:35]=[CH:36][CH:37]=4)[O:7][C:8]3=[O:12])=[CH:18][CH:13]=2)[CH2:41][CH2:40]1, predict the reactants needed to synthesize it. The reactants are: C(=O)([O-])[O-].[Cs+].[Cs+].[O:7]1[CH2:11][CH2:10][NH:9][C:8]1=[O:12].[C:13]1([C:32]2[CH:37]=[CH:36][CH:35]=[CH:34][CH:33]=2)[CH:18]=CC=CC=1P(C1CCCCC1)C1CCCCC1.[CH3:38][N:39]1[CH2:44][CH2:43][NH:42][CH2:41][CH2:40]1. (4) Given the product [CH3:17][N:18]1[CH2:23][CH2:22][N:21]([C:7]2[C:12]([CH:15]=[O:16])=[N:11][CH:10]=[CH:9][N:8]=2)[CH2:20][CH2:19]1, predict the reactants needed to synthesize it. The reactants are: [Li]CCCC.Cl[C:7]1[CH:12]=[N:11][CH:10]=[CH:9][N:8]=1.CO[CH:15]=[O:16].[CH3:17][N:18]1[CH2:23][CH2:22][NH:21][CH2:20][CH2:19]1.C(=O)([O-])[O-].[K+].[K+]. (5) Given the product [Cl:44][C:13]1[CH:12]=[C:11]([CH:16]=[C:15]([F:17])[C:14]=1[CH2:18][S:19][C:20]1[N:21]([C:37]2[CH:38]=[CH:39][C:40]([F:43])=[CH:41][CH:42]=2)[C:22]([C:25]([C:28]2[CH:33]=[CH:32][C:31]([Cl:34])=[C:30]([O:35][CH3:36])[CH:29]=2)([CH3:27])[CH3:26])=[CH:23][N:24]=1)[C:10]([NH:9][CH2:8][CH2:7][CH2:6][C@H:2]([NH:1][C:54]([NH2:55])=[NH:53])[C:3]([OH:5])=[O:4])=[O:45], predict the reactants needed to synthesize it. The reactants are: [NH2:1][C@@H:2]([CH2:6][CH2:7][CH2:8][NH:9][C:10](=[O:45])[C:11]1[CH:16]=[C:15]([F:17])[C:14]([CH2:18][S:19][C:20]2[N:21]([C:37]3[CH:42]=[CH:41][C:40]([F:43])=[CH:39][CH:38]=3)[C:22]([C:25]([C:28]3[CH:33]=[CH:32][C:31]([Cl:34])=[C:30]([O:35][CH3:36])[CH:29]=3)([CH3:27])[CH3:26])=[CH:23][N:24]=2)=[C:13]([Cl:44])[CH:12]=1)[C:3]([OH:5])=[O:4].C([NH:53][C:54](N1C=CC=N1)=[N:55]C(OC(C)(C)C)=O)(OC(C)(C)C)=O.C(N(CC)CC)C. (6) Given the product [CH:3]1([N:15]2[C:16]3[CH2:21][CH2:20][N:19]([C:22]([O:24][C:25]([CH3:26])([CH3:27])[CH3:28])=[O:23])[CH2:18][C:17]=3[C:13]([N:10]3[C:11]4[C:6](=[CH:5][C:4]([C:29]5[CH:30]=[N:31][N:32]([CH3:34])[CH:33]=5)=[C:3]([CH:2]([F:1])[F:35])[CH:12]=4)[CH2:7][CH2:8][CH2:9]3)=[N:14]2)[CH2:12][CH2:11][CH2:6][CH2:5][CH2:4]1, predict the reactants needed to synthesize it. The reactants are: [F:1][CH:2]([F:35])[C:3]1[CH:12]=[C:11]2[C:6]([CH2:7][CH2:8][CH2:9][N:10]2[C:13]2[C:17]3[CH2:18][N:19]([C:22]([O:24][C:25]([CH3:28])([CH3:27])[CH3:26])=[O:23])[CH2:20][CH2:21][C:16]=3[NH:15][N:14]=2)=[CH:5][C:4]=1[C:29]1[CH:30]=[N:31][N:32]([CH3:34])[CH:33]=1.C(=O)([O-])[O-].[Cs+].[Cs+].